From a dataset of Catalyst prediction with 721,799 reactions and 888 catalyst types from USPTO. Predict which catalyst facilitates the given reaction. (1) Reactant: [CH3:1][C:2]1[C:6]([N+:7]([O-:9])=[O:8])=[CH:5][NH:4][N:3]=1.[CH3:10][C:11]([CH3:17])=[CH:12][C:13]([O:15][CH3:16])=[O:14].C1CCN2C(=NCCC2)CC1. Product: [CH3:10][C:11]([N:4]1[CH:5]=[C:6]([N+:7]([O-:9])=[O:8])[C:2]([CH3:1])=[N:3]1)([CH3:17])[CH2:12][C:13]([O:15][CH3:16])=[O:14]. The catalyst class is: 3. (2) Reactant: Br[CH2:2][C:3]([O:5][CH2:6][CH3:7])=[O:4].[Br:8][C:9]1[C:10]([N:16]=[C:17](SC)[S:18][CH3:19])=[N:11][CH:12]=[C:13]([CH3:15])[CH:14]=1.C(N(CC)CC)C. Product: [CH2:6]([O:5][C:3]([C:2]1[N:11]2[CH:12]=[C:13]([CH3:15])[CH:14]=[C:9]([Br:8])[C:10]2=[N:16][C:17]=1[S:18][CH3:19])=[O:4])[CH3:7]. The catalyst class is: 6. (3) Reactant: [NH2:1][CH:2]1[CH2:6][CH2:5][N:4]([C:7]2[CH:12]=[CH:11][C:10]([C:13]3[NH:22][C:21](=[O:23])[C:20]4[C:15](=[CH:16][C:17]([O:26][CH3:27])=[CH:18][C:19]=4[O:24][CH3:25])[N:14]=3)=[CH:9][CH:8]=2)[CH2:3]1.CCN(CC)CC.[C:35](Cl)(=[O:37])[CH3:36]. Product: [CH3:25][O:24][C:19]1[CH:18]=[C:17]([O:26][CH3:27])[CH:16]=[C:15]2[C:20]=1[C:21](=[O:23])[NH:22][C:13]([C:10]1[CH:11]=[CH:12][C:7]([N:4]3[CH2:5][CH2:6][CH:2]([NH:1][C:35](=[O:37])[CH3:36])[CH2:3]3)=[CH:8][CH:9]=1)=[N:14]2. The catalyst class is: 2. (4) Reactant: [C:1]([O:5][C:6]([N:8]1[CH2:13][CH2:12][N:11]([C:14]([O:16][C:17]([CH3:20])([CH3:19])[CH3:18])=[O:15])[CH2:10][CH:9]1[CH:21]=O)=[O:7])([CH3:4])([CH3:3])[CH3:2].[C:23]([O-])([O-])=O.[K+].[K+].[N+](=C(P(=O)(OC)OC)C(=O)C)=[N-]. Product: [C:1]([O:5][C:6]([N:8]1[CH2:13][CH2:12][N:11]([C:14]([O:16][C:17]([CH3:19])([CH3:18])[CH3:20])=[O:15])[CH2:10][CH:9]1[C:21]#[CH:23])=[O:7])([CH3:3])([CH3:2])[CH3:4]. The catalyst class is: 5.